From a dataset of Catalyst prediction with 721,799 reactions and 888 catalyst types from USPTO. Predict which catalyst facilitates the given reaction. (1) Reactant: [O:1]1[CH2:6][CH2:5][O:4][C:3]2[CH:7]=[C:8]([C@@H:11]([OH:21])[C@H:12]([NH:19][CH3:20])[CH2:13][N:14]3[CH2:18][CH2:17][CH2:16][CH2:15]3)[CH:9]=[CH:10][C:2]1=2.CCN(C(C)C)C(C)C.[C:31](Cl)(=[O:40])[CH2:32][CH2:33][C:34]1[CH:39]=[CH:38][CH:37]=[CH:36][CH:35]=1. Product: [O:1]1[CH2:6][CH2:5][O:4][C:3]2[CH:7]=[C:8]([C@@H:11]([OH:21])[C@H:12]([N:19]([CH3:20])[C:31](=[O:40])[CH2:32][CH2:33][C:34]3[CH:39]=[CH:38][CH:37]=[CH:36][CH:35]=3)[CH2:13][N:14]3[CH2:15][CH2:16][CH2:17][CH2:18]3)[CH:9]=[CH:10][C:2]1=2. The catalyst class is: 49. (2) Reactant: [CH3:1][C:2]12[C:14]3[C:10]([CH2:11][CH2:12][CH2:13]1)=[CH:9][CH:8]=[CH:7][C:6]=3[C:5](=O)[CH2:4][CH2:3]2.[BH4-].[Na+].[Cl-].[Al+3].[Cl-].[Cl-]. Product: [CH3:1][C:2]12[C:14]3[C:6]([CH:5]=[CH:4][CH2:3]1)=[CH:7][CH:8]=[CH:9][C:10]=3[CH2:11][CH2:12][CH2:13]2. The catalyst class is: 54.